Task: Predict the product of the given reaction.. Dataset: Forward reaction prediction with 1.9M reactions from USPTO patents (1976-2016) (1) Given the reactants Cl.[F:2][C:3]1[CH:4]=[CH:5][C:6]([C:12]([F:15])([F:14])[F:13])=[C:7]([C@@H:9]([NH2:11])[CH3:10])[CH:8]=1.C([O:20][C:21]([C:23]1[CH:28]=[CH:27][CH:26]=[CH:25][C:24]=1[C:29]1[CH:34]=[CH:33][C:32]([CH2:35][N:36]2[C:44]3[C:39](=[CH:40][C:41]([C:45](O)=[O:46])=[CH:42][CH:43]=3)[C:38]([CH3:48])=[C:37]2[CH3:49])=[CH:31][CH:30]=1)=[O:22])(C)(C)C, predict the reaction product. The product is: [F:2][C:3]1[CH:4]=[CH:5][C:6]([C:12]([F:13])([F:14])[F:15])=[C:7]([C@@H:9]([NH:11][C:45]([C:41]2[CH:40]=[C:39]3[C:44](=[CH:43][CH:42]=2)[N:36]([CH2:35][C:32]2[CH:31]=[CH:30][C:29]([C:24]4[C:23]([C:21]([OH:22])=[O:20])=[CH:28][CH:27]=[CH:26][CH:25]=4)=[CH:34][CH:33]=2)[C:37]([CH3:49])=[C:38]3[CH3:48])=[O:46])[CH3:10])[CH:8]=1. (2) Given the reactants [Cl:1][C:2]1[CH:3]=[C:4]([N:13]([CH2:20][C:21]2[CH:26]=[CH:25][C:24]([O:27][CH3:28])=[CH:23][CH:22]=2)[C:14]2[CH:19]=[CH:18][CH:17]=[CH:16][CH:15]=2)[C:5]2[N:6]([C:8]([C:11]#[N:12])=[CH:9][N:10]=2)[N:7]=1.[OH-:29].[Na+].CO, predict the reaction product. The product is: [Cl:1][C:2]1[CH:3]=[C:4]([N:13]([CH2:20][C:21]2[CH:22]=[CH:23][C:24]([O:27][CH3:28])=[CH:25][CH:26]=2)[C:14]2[CH:15]=[CH:16][CH:17]=[CH:18][CH:19]=2)[C:5]2[N:6]([C:8]([C:11]([NH2:12])=[O:29])=[CH:9][N:10]=2)[N:7]=1. (3) Given the reactants Cl.[C@H:2]12[CH2:8][C@H:5]([NH:6][CH2:7]1)[CH2:4][N:3]2[C:9](=[O:11])[CH3:10].C([O-])([O-])=O.[K+].[K+].Cl[CH2:19][C:20]1[C:24]2[CH:25]=[CH:26][C:27]([O:29]C(=O)C)=[CH:28][C:23]=2[O:22][CH:21]=1, predict the reaction product. The product is: [OH:29][C:27]1[CH:26]=[CH:25][C:24]2[C:20]([CH2:19][N:6]3[CH2:7][C@@H:2]4[CH2:8][C@H:5]3[CH2:4][N:3]4[C:9](=[O:11])[CH3:10])=[CH:21][O:22][C:23]=2[CH:28]=1. (4) Given the reactants Br[C:2]1[CH:3]=[N:4][CH:5]=[C:6]([CH:21]=1)[C:7]([NH:9][C:10]1[CH:15]=[CH:14][C:13]([O:16][C:17]([F:20])([F:19])[F:18])=[CH:12][CH:11]=1)=[O:8].[F:22][C:23]1[CH:24]=[N:25][CH:26]=[C:27](B2OC(C)(C)C(C)(C)O2)[CH:28]=1.[O-]P([O-])([O-])=O.[K+].[K+].[K+].CCO, predict the reaction product. The product is: [F:22][C:23]1[CH:28]=[C:27]([C:2]2[CH:3]=[N:4][CH:5]=[C:6]([C:7]([NH:9][C:10]3[CH:15]=[CH:14][C:13]([O:16][C:17]([F:20])([F:19])[F:18])=[CH:12][CH:11]=3)=[O:8])[CH:21]=2)[CH:26]=[N:25][CH:24]=1. (5) Given the reactants [F:1][C:2]1[CH:14]=[CH:13][C:5]([CH2:6][CH:7]2[CH2:12][CH2:11][NH:10][CH2:9][CH2:8]2)=[CH:4][CH:3]=1.[OH:15][C:16]1[CH:24]=[C:23]2[C:19]([CH:20]=[C:21]([C:25](O)=[O:26])[NH:22]2)=[CH:18][CH:17]=1, predict the reaction product. The product is: [F:1][C:2]1[CH:3]=[CH:4][C:5]([CH2:6][CH:7]2[CH2:8][CH2:9][N:10]([C:25]([C:21]3[NH:22][C:23]4[C:19]([CH:20]=3)=[CH:18][CH:17]=[C:16]([OH:15])[CH:24]=4)=[O:26])[CH2:11][CH2:12]2)=[CH:13][CH:14]=1. (6) Given the reactants C[Si]([N+:5]#[C-:6])(C)C.[CH3:7][O:8][C:9]1[N:14]=[CH:13][C:12]([N:15]2[C:19]([C:20]3[CH:25]=[CH:24][CH:23]=[CH:22][N:21]=3)=[CH:18][C:17]([C:26]([N:28]3[CH2:33][CH2:32][CH2:31][CH2:30][NH:29]3)=[O:27])=[N:16]2)=[CH:11][CH:10]=1.C[OH:35], predict the reaction product. The product is: [CH3:7][O:8][C:9]1[N:14]=[CH:13][C:12]([N:15]2[C:19]([C:20]3[CH:25]=[CH:24][CH:23]=[CH:22][N:21]=3)=[CH:18][C:17]([C:26]([N:28]3[CH2:33][CH2:32][CH2:31][CH2:30][N:29]3[C:6]([NH2:5])=[O:35])=[O:27])=[N:16]2)=[CH:11][CH:10]=1.